The task is: Predict the product of the given reaction.. This data is from Forward reaction prediction with 1.9M reactions from USPTO patents (1976-2016). (1) Given the reactants [NH:1]1[CH:5]=[CH:4][C:3]([C:6]([OH:8])=O)=[CH:2]1.[CH2:9]([O:11][C:12]1[CH:18]=[CH:17][C:15]([NH2:16])=[C:14]([N+:19]([O-:21])=[O:20])[CH:13]=1)[CH3:10], predict the reaction product. The product is: [CH2:9]([O:11][C:12]1[CH:18]=[CH:17][C:15]([NH:16][C:6]([C:3]2[CH:4]=[CH:5][NH:1][CH:2]=2)=[O:8])=[C:14]([N+:19]([O-:21])=[O:20])[CH:13]=1)[CH3:10]. (2) Given the reactants Cl[C:2]1[CH:3]=[CH:4][C:5]2[O:14][CH2:13][CH2:12][C:11]3[CH:10]=[C:9]([C:15]4[N:16]([C:20]5[CH:25]=[CH:24][C:23]([F:26])=[CH:22][C:21]=5[F:27])[N:17]=[CH:18][N:19]=4)[S:8][C:7]=3[C:6]=2[N:28]=1.[CH3:29][C:30]1([CH3:37])[O:34][CH:33]([CH2:35][NH2:36])[CH2:32][O:31]1.CC(C1C=C(C(C)C)C(C2C=CC=CC=2P(C2CCCCC2)C2CCCCC2)=C(C(C)C)C=1)C.C(O[Na])(C)(C)C, predict the reaction product. The product is: [F:27][C:21]1[CH:22]=[C:23]([F:26])[CH:24]=[CH:25][C:20]=1[N:16]1[C:15]([C:9]2[S:8][C:7]3[C:6]4[N:28]=[C:2]([NH:36][CH2:35][CH:33]5[CH2:32][O:31][C:30]([CH3:37])([CH3:29])[O:34]5)[CH:3]=[CH:4][C:5]=4[O:14][CH2:13][CH2:12][C:11]=3[CH:10]=2)=[N:19][CH:18]=[N:17]1. (3) Given the reactants I[C:2]1[CH:3]=[C:4]([C:8]([OH:11])([CH3:10])[CH3:9])[CH:5]=[CH:6][CH:7]=1.Br[C:13]([F:20])([F:19])[C:14]([O:16][CH2:17][CH3:18])=[O:15], predict the reaction product. The product is: [F:19][C:13]([F:20])([C:2]1[CH:7]=[CH:6][CH:5]=[C:4]([C:8]([OH:11])([CH3:10])[CH3:9])[CH:3]=1)[C:14]([O:16][CH2:17][CH3:18])=[O:15]. (4) Given the reactants [O:1]([CH2:8][C:9]1[CH:14]=[CH:13][C:12]([CH2:15][OH:16])=[CH:11][CH:10]=1)[C:2]1[CH:7]=[CH:6][CH:5]=[CH:4][CH:3]=1.[CH3:17][O:18][C:19](=[O:31])[C@H:20]([N:28]=[C:29]=[O:30])[CH2:21][C:22]1[CH:27]=[CH:26][CH:25]=[CH:24][CH:23]=1, predict the reaction product. The product is: [CH3:17][O:18][C:19](=[O:31])[C@H:20]([NH:28][C:29]([O:16][CH2:15][C:12]1[CH:11]=[CH:10][C:9]([CH2:8][O:1][C:2]2[CH:7]=[CH:6][CH:5]=[CH:4][CH:3]=2)=[CH:14][CH:13]=1)=[O:30])[CH2:21][C:22]1[CH:23]=[CH:24][CH:25]=[CH:26][CH:27]=1. (5) Given the reactants [C:1]1([C:7]2[NH:20][C:10]3[N:11]([CH2:17][CH2:18][CH3:19])[C:12](=[O:16])[NH:13][C:14](=O)[C:9]=3[CH:8]=2)[CH:6]=[CH:5][CH:4]=[CH:3][CH:2]=1.P12(SP3(SP(SP(S3)(S1)=S)(=S)S2)=S)=[S:22].O, predict the reaction product. The product is: [C:1]1([C:7]2[NH:20][C:10]3[N:11]([CH2:17][CH2:18][CH3:19])[C:12](=[O:16])[NH:13][C:14](=[S:22])[C:9]=3[CH:8]=2)[CH:6]=[CH:5][CH:4]=[CH:3][CH:2]=1.